Task: Predict which catalyst facilitates the given reaction.. Dataset: Catalyst prediction with 721,799 reactions and 888 catalyst types from USPTO The catalyst class is: 1. Reactant: [F:1][C:2]1([F:37])[O:6][C:5]2[CH:7]=[CH:8][C:9]([C:11]3([C:14]([NH:16][C:17]4[N:22]=[C:21]([C:23]5[C:24](=[O:35])[N:25]([CH2:30][C:31](OC)=[O:32])[CH:26]=[C:27]([CH3:29])[CH:28]=5)[C:20]([CH3:36])=[CH:19][CH:18]=4)=[O:15])[CH2:13][CH2:12]3)=[CH:10][C:4]=2[O:3]1.[BH4-].[Na+]. Product: [F:37][C:2]1([F:1])[O:6][C:5]2[CH:7]=[CH:8][C:9]([C:11]3([C:14]([NH:16][C:17]4[CH:18]=[CH:19][C:20]([CH3:36])=[C:21]([C:23]5[C:24](=[O:35])[N:25]([CH2:30][CH2:31][OH:32])[CH:26]=[C:27]([CH3:29])[CH:28]=5)[N:22]=4)=[O:15])[CH2:12][CH2:13]3)=[CH:10][C:4]=2[O:3]1.